From a dataset of Full USPTO retrosynthesis dataset with 1.9M reactions from patents (1976-2016). Predict the reactants needed to synthesize the given product. (1) Given the product [CH3:1][C:2]1[C:33]([CH3:34])=[CH:32][CH:31]=[CH:30][C:3]=1[O:4][CH2:5][CH2:6][CH2:7][C:8]([N:10]1[C:19]2[C:14](=[C:15]([C:47]3[CH:48]=[C:49]([CH2:53][C:54]#[N:55])[CH:50]=[CH:51][CH:52]=3)[CH:16]=[CH:17][CH:18]=2)[CH2:13][CH2:12][CH2:11]1)=[O:9], predict the reactants needed to synthesize it. The reactants are: [CH3:1][C:2]1[C:33]([CH3:34])=[CH:32][CH:31]=[CH:30][C:3]=1[O:4][CH2:5][CH2:6][CH2:7][C:8]([N:10]1[C:19]2[C:14](=[C:15](C3C=CN=C(C(OC)=O)C=3)[CH:16]=[CH:17][CH:18]=2)[CH2:13][CH2:12][CH2:11]1)=[O:9].BrC1C=CN=C(C(OC)=O)C=1.Br[C:47]1[CH:48]=[C:49]([CH2:53][C:54]#[N:55])[CH:50]=[CH:51][CH:52]=1. (2) Given the product [ClH:1].[N:5]1[CH:6]=[CH:11][CH:2]=[CH:3][CH:4]=1.[Cl:17][CH2:16][CH2:15][O:14][C:8]1[CH:7]=[C:6]2[C:11]([C:2]([NH:34][C:23]3[CH:24]=[CH:25][C:26]([S:27][C:28]4[N:29]([CH3:33])[CH:30]=[CH:31][N:32]=4)=[C:21]([Cl:20])[CH:22]=3)=[C:3]([C:18]#[N:19])[CH:4]=[N:5]2)=[CH:10][C:9]=1[O:12][CH3:13], predict the reactants needed to synthesize it. The reactants are: [Cl:1][C:2]1[C:11]2[C:6](=[CH:7][C:8]([O:14][CH2:15][CH2:16][Cl:17])=[C:9]([O:12][CH3:13])[CH:10]=2)[N:5]=[CH:4][C:3]=1[C:18]#[N:19].[Cl:20][C:21]1[CH:22]=[C:23]([NH2:34])[CH:24]=[CH:25][C:26]=1[S:27][C:28]1[N:29]([CH3:33])[CH:30]=[CH:31][N:32]=1.